This data is from NCI-60 drug combinations with 297,098 pairs across 59 cell lines. The task is: Regression. Given two drug SMILES strings and cell line genomic features, predict the synergy score measuring deviation from expected non-interaction effect. Drug 1: CC12CCC(CC1=CCC3C2CCC4(C3CC=C4C5=CN=CC=C5)C)O. Drug 2: CC1C(C(=O)NC(C(=O)N2CCCC2C(=O)N(CC(=O)N(C(C(=O)O1)C(C)C)C)C)C(C)C)NC(=O)C3=C4C(=C(C=C3)C)OC5=C(C(=O)C(=C(C5=N4)C(=O)NC6C(OC(=O)C(N(C(=O)CN(C(=O)C7CCCN7C(=O)C(NC6=O)C(C)C)C)C)C(C)C)C)N)C. Cell line: COLO 205. Synergy scores: CSS=41.8, Synergy_ZIP=40.5, Synergy_Bliss=41.4, Synergy_Loewe=38.2, Synergy_HSA=37.3.